Predict the reactants needed to synthesize the given product. From a dataset of Full USPTO retrosynthesis dataset with 1.9M reactions from patents (1976-2016). (1) Given the product [OH:24][C@@H:20]1[CH2:21][CH2:22][CH2:23][C@H:19]1[O:18][C:14]1[C:13]2[C:9]([O:8][CH2:7][CH:4]3[CH2:5][CH2:6][N:1]([CH2:26][C:27]4([C:32]([O:34][CH3:35])=[O:33])[CH2:31][CH2:30][CH2:29][CH2:28]4)[CH2:2][CH2:3]3)=[N:10][O:11][C:12]=2[CH:17]=[CH:16][CH:15]=1, predict the reactants needed to synthesize it. The reactants are: [NH:1]1[CH2:6][CH2:5][CH:4]([CH2:7][O:8][C:9]2[C:13]3[C:14]([O:18][C@@H:19]4[CH2:23][CH2:22][CH2:21][C@H:20]4[OH:24])=[CH:15][CH:16]=[CH:17][C:12]=3[O:11][N:10]=2)[CH2:3][CH2:2]1.I[CH2:26][C:27]1([C:32]([O:34][CH3:35])=[O:33])[CH2:31][CH2:30][CH2:29][CH2:28]1.C(N(CC)C(C)C)(C)C. (2) Given the product [F:15][C:16]([F:27])([F:28])[O:17][C:18]1[CH:23]=[CH:22][C:21]([C:2]2[C:7]3=[N:8][C:9]([C:12]([NH2:14])=[O:13])=[CH:10][N:11]=[C:6]3[CH:5]=[N:4][CH:3]=2)=[CH:20][CH:19]=1, predict the reactants needed to synthesize it. The reactants are: Br[C:2]1[C:7]2=[N:8][C:9]([C:12]([NH2:14])=[O:13])=[CH:10][N:11]=[C:6]2[CH:5]=[N:4][CH:3]=1.[F:15][C:16]([F:28])([F:27])[O:17][C:18]1[CH:23]=[CH:22][C:21](B(O)O)=[CH:20][CH:19]=1.C(=O)([O-])[O-].[Cs+].[Cs+].O1CCOCC1. (3) Given the product [C:19]1([S:25]([N:6]2[CH:7]=[C:2]([F:1])[C:3]([NH:9][C:10]([NH:12][C:13]3[CH:14]=[CH:15][CH:16]=[CH:17][CH:18]=3)=[O:11])=[N:4][C:5]2=[O:8])(=[O:27])=[O:26])[CH:24]=[CH:23][CH:22]=[CH:21][CH:20]=1, predict the reactants needed to synthesize it. The reactants are: [F:1][C:2]1[C:3]([NH:9][C:10]([NH:12][C:13]2[CH:18]=[CH:17][CH:16]=[CH:15][CH:14]=2)=[O:11])=[N:4][C:5]([OH:8])=[N:6][CH:7]=1.[C:19]1([S:25](Cl)(=[O:27])=[O:26])[CH:24]=[CH:23][CH:22]=[CH:21][CH:20]=1. (4) Given the product [Br:11][CH2:2][CH2:3][N:4]1[CH2:8][CH2:7][O:6][C:5]1=[O:9], predict the reactants needed to synthesize it. The reactants are: O[CH2:2][CH2:3][N:4]1[CH2:8][CH2:7][O:6][C:5]1=[O:9].C(Br)(Br)(Br)[Br:11].C1(P(C2C=CC=CC=2)C2C=CC=CC=2)C=CC=CC=1.C1(P(=O)(C2C=CC=CC=2)C2C=CC=CC=2)C=CC=CC=1. (5) Given the product [CH3:2][O:3][C:4](=[O:31])[C@@H:5]([NH:8][C:9]([C:11]1[S:12][C:13]([C:18](=[O:30])[NH:19][CH2:20][C:21]2[CH:29]=[CH:28][CH:27]=[C:26]3[C:22]=2[CH:23]=[N:24][NH:25]3)=[CH:14][C:15]=1[C:16]#[N:17])=[O:10])[CH2:6][NH:7][C:78](=[O:79])[C:77]1[CH:76]=[C:75]([OH:74])[CH:83]=[C:82]([OH:84])[CH:81]=1, predict the reactants needed to synthesize it. The reactants are: Cl.[CH3:2][O:3][C:4](=[O:31])[C@@H:5]([NH:8][C:9]([C:11]1[S:12][C:13]([C:18](=[O:30])[NH:19][CH2:20][C:21]2[CH:29]=[CH:28][CH:27]=[C:26]3[C:22]=2[CH:23]=[N:24][NH:25]3)=[CH:14][C:15]=1[C:16]#[N:17])=[O:10])[CH2:6][NH2:7].C(N(CC)CC)C.CN(C(ON1N=NC2C=CC=CC1=2)=[N+](C)C)C.F[P-](F)(F)(F)(F)F.C1C=CC2N(O)N=NC=2C=1.C[O:74][C:75]1[CH:76]=[C:77]([CH:81]=[C:82]([O:84]C)[CH:83]=1)[C:78](O)=[O:79]. (6) Given the product [C:6]1([C:12]#[C:13][C:21]2[CH:20]=[CH:19][C:24]([C:13]#[C:12][C:6]3[CH:11]=[CH:10][CH:9]=[CH:8][CH:7]=3)=[CH:23][C:22]=2[C:5]2[O:1][C:2]([C:6]3[CH:11]=[CH:10][C:14]([O:15][CH2:19][CH2:20][CH2:21][CH2:22][CH2:23][CH2:24][CH2:30][CH3:31])=[CH:8][CH:7]=3)=[N:3][N:4]=2)[CH:11]=[CH:10][CH:9]=[CH:8][CH:7]=1, predict the reactants needed to synthesize it. The reactants are: [O:1]1[CH:5]=[N:4][N:3]=[CH:2]1.[C:6]1([C:12]#[CH:13])[CH:11]=[CH:10][CH:9]=[CH:8][CH:7]=1.[CH3:14][OH:15].C(Cl)Cl.[CH3:19][CH2:20][CH2:21][CH2:22][CH2:23][CH3:24].CCN([CH2:30][CH3:31])CC.